Dataset: Full USPTO retrosynthesis dataset with 1.9M reactions from patents (1976-2016). Task: Predict the reactants needed to synthesize the given product. Given the product [C:27]([C:26]1[CH:29]=[C:22]([C:20]2[O:19][N:18]=[C:17]([C:15]3[CH:14]=[CH:13][C:10]4[CH2:11][CH2:12][N:6]([CH2:5][CH2:4][CH2:3][NH:2][C:36](=[O:37])[O:35][CH3:34])[CH2:7][CH2:8][C:9]=4[CH:16]=3)[N:21]=2)[CH:23]=[CH:24][C:25]=1[O:30][CH:31]([CH3:33])[CH3:32])#[N:28], predict the reactants needed to synthesize it. The reactants are: Cl.[NH2:2][CH2:3][CH2:4][CH2:5][N:6]1[CH2:12][CH2:11][C:10]2[CH:13]=[CH:14][C:15]([C:17]3[N:21]=[C:20]([C:22]4[CH:23]=[CH:24][C:25]([O:30][CH:31]([CH3:33])[CH3:32])=[C:26]([CH:29]=4)[C:27]#[N:28])[O:19][N:18]=3)=[CH:16][C:9]=2[CH2:8][CH2:7]1.[CH3:34][O:35][C:36](Cl)=[O:37].